From a dataset of Full USPTO retrosynthesis dataset with 1.9M reactions from patents (1976-2016). Predict the reactants needed to synthesize the given product. (1) Given the product [O:21]1[C:17]2[CH:16]=[CH:15][C:14]([CH2:13][N:7]3[C:6]([C:23]([OH:25])=[O:24])=[C:5]([C:26]4[CH:31]=[CH:30][CH:29]=[CH:28][CH:27]=4)[C:4]4[C:9](=[CH:10][CH:11]=[CH:2][CH:3]=4)[C:8]3=[O:12])=[CH:22][C:18]=2[CH2:19][CH2:20]1, predict the reactants needed to synthesize it. The reactants are: Br[C:2]1[CH:3]=[C:4]2[C:9](=[CH:10][CH:11]=1)[C:8](=[O:12])[N:7]([CH2:13][C:14]1[CH:15]=[CH:16][C:17]3[O:21][CH2:20][CH2:19][C:18]=3[CH:22]=1)[C:6]([C:23]([OH:25])=[O:24])=[C:5]2[C:26]1[CH:31]=[CH:30][CH:29]=[CH:28][CH:27]=1.CO.[H][H]. (2) Given the product [OH:28][C:21]1([C:19]#[C:20][C:2]2[CH:18]=[CH:17][C:5]3[O:6][CH2:7][CH2:8][C:9]4[N:10]([N:11]=[C:12]([C:14]([NH2:16])=[O:15])[CH:13]=4)[C:4]=3[CH:3]=2)[CH2:25][CH:24]([CH3:26])[NH:23][C:22]1=[O:27], predict the reactants needed to synthesize it. The reactants are: I[C:2]1[CH:18]=[CH:17][C:5]2[O:6][CH2:7][CH2:8][C:9]3[N:10]([N:11]=[C:12]([C:14]([NH2:16])=[O:15])[CH:13]=3)[C:4]=2[CH:3]=1.[C:19]([C:21]1([OH:28])[CH2:25][CH:24]([CH3:26])[NH:23][C:22]1=[O:27])#[CH:20]. (3) Given the product [OH:3][NH:2][C:13](=[O:14])[O:15][C:16]1[CH:21]=[CH:20][CH:19]=[CH:18][CH:17]=1, predict the reactants needed to synthesize it. The reactants are: Cl.[NH2:2][OH:3].C(=O)(O)[O-].[Na+].C(Cl)Cl.Cl[C:13]([O:15][C:16]1[CH:21]=[CH:20][CH:19]=[CH:18][CH:17]=1)=[O:14].